From a dataset of Full USPTO retrosynthesis dataset with 1.9M reactions from patents (1976-2016). Predict the reactants needed to synthesize the given product. (1) Given the product [F:17][C:14]1([F:16])[CH2:15][CH:9]2[NH:8][CH:13]1[CH2:12][C:11]([CH2:19][C:20]([O:22][CH2:23][CH3:24])=[O:21])([OH:18])[CH2:10]2, predict the reactants needed to synthesize it. The reactants are: C([N:8]1[CH:13]2[C:14]([F:17])([F:16])[CH2:15][CH:9]1[CH2:10][C:11]([CH2:19][C:20]([O:22][CH2:23][CH3:24])=[O:21])([OH:18])[CH2:12]2)C1C=CC=CC=1.[H][H]. (2) The reactants are: Cl.[NH2:2][OH:3].[OH-].[Na+].C(O[C:9](=[C:11]([C:14]#[N:15])[C:12]#[N:13])[CH3:10])C. Given the product [NH2:13][C:12]1[O:3][N:2]=[C:9]([CH3:10])[C:11]=1[C:14]#[N:15], predict the reactants needed to synthesize it. (3) Given the product [CH3:1][N:2]([CH3:3])[CH2:14][C:15]#[C:16][C:17]1[CH:22]=[CH:21][C:20]([N+:23]([O-:25])=[O:24])=[CH:19][CH:18]=1, predict the reactants needed to synthesize it. The reactants are: [CH3:1][NH:2][CH3:3].C1(C)C=CC(S(O[CH2:14][C:15]#[C:16][C:17]2[CH:22]=[CH:21][C:20]([N+:23]([O-:25])=[O:24])=[CH:19][CH:18]=2)(=O)=O)=CC=1. (4) Given the product [F:10][C:3]1[C:4]([F:9])=[CH:5][C:6]([F:8])=[CH:7][C:2]=1[C:11]#[C:12][CH2:13][N:14]1[CH2:19][CH2:18][C@@H:17]([CH2:20][CH2:21][C:22](=[O:35])[C:23]2[C:32]3[C:27](=[CH:28][CH:29]=[C:30]([O:33][CH3:34])[CH:31]=3)[N:26]=[CH:25][CH:24]=2)[C@@H:16]([C:36]([O:38][CH3:39])=[O:37])[CH2:15]1, predict the reactants needed to synthesize it. The reactants are: Br[C:2]1[CH:7]=[C:6]([F:8])[CH:5]=[C:4]([F:9])[C:3]=1[F:10].[CH3:11][C:12]#[C:13][N:14]1[CH2:19][CH2:18][C@@H:17]([CH2:20][CH2:21][C:22](=[O:35])[C:23]2[C:32]3[C:27](=[CH:28][CH:29]=[C:30]([O:33][CH3:34])[CH:31]=3)[N:26]=[CH:25][CH:24]=2)[C@@H:16]([C:36]([O:38][CH3:39])=[O:37])[CH2:15]1. (5) The reactants are: [C:1]([O:5][C:6]([N:8]1[CH2:13][CH2:12][C@H:11]([C:14]2[CH:19]=[CH:18][C:17]([O:20][CH2:21][CH2:22][O:23][C:24]3[C:29]([Cl:30])=[CH:28][C:27]([CH3:31])=[CH:26][C:25]=3[Cl:32])=[CH:16][CH:15]=2)[C@@H:10]([C:33]([OH:35])=O)[CH2:9]1)=[O:7])([CH3:4])([CH3:3])[CH3:2].[Si:36]([O:43][C:44]1[CH:45]=[C:46]([CH:52]=[C:53]([CH2:55][CH2:56][CH2:57][O:58][CH3:59])[CH:54]=1)[CH2:47][NH:48][CH:49]1[CH2:51][CH2:50]1)([C:39]([CH3:42])([CH3:41])[CH3:40])([CH3:38])[CH3:37].CN(C(ON1N=NC2C=CC=NC1=2)=[N+](C)C)C.F[P-](F)(F)(F)(F)F.CCN(C(C)C)C(C)C. Given the product [Si:36]([O:43][C:44]1[CH:45]=[C:46]([CH:52]=[C:53]([CH2:55][CH2:56][CH2:57][O:58][CH3:59])[CH:54]=1)[CH2:47][N:48]([CH:49]1[CH2:51][CH2:50]1)[C:33]([C@@H:10]1[C@@H:11]([C:14]2[CH:19]=[CH:18][C:17]([O:20][CH2:21][CH2:22][O:23][C:24]3[C:29]([Cl:30])=[CH:28][C:27]([CH3:31])=[CH:26][C:25]=3[Cl:32])=[CH:16][CH:15]=2)[CH2:12][CH2:13][N:8]([C:6]([O:5][C:1]([CH3:2])([CH3:3])[CH3:4])=[O:7])[CH2:9]1)=[O:35])([C:39]([CH3:42])([CH3:41])[CH3:40])([CH3:37])[CH3:38], predict the reactants needed to synthesize it. (6) Given the product [CH3:1][C:2]1([O:9][O:10][C:2]2([CH3:1])[CH2:7][CH2:6][CH2:5][CH2:4][CH2:3]2)[CH2:7][CH2:6][CH2:5][CH2:4][CH2:3]1, predict the reactants needed to synthesize it. The reactants are: [CH3:1][C:2]1(O)[CH2:7][CH2:6][CH2:5][CH2:4][CH2:3]1.[OH:9][OH:10].